This data is from Full USPTO retrosynthesis dataset with 1.9M reactions from patents (1976-2016). The task is: Predict the reactants needed to synthesize the given product. (1) Given the product [Cl:20][C:6]1[CH:5]=[N:4][CH:3]=[C:2]([Cl:1])[C:7]=1[S:8][C:9]1[S:13][C:12]([C:14]([NH:28][CH:25]2[CH2:26][CH2:27][N:22]([CH3:21])[CH2:23][CH2:24]2)=[O:16])=[CH:11][C:10]=1[N+:17]([O-:19])=[O:18], predict the reactants needed to synthesize it. The reactants are: [Cl:1][C:2]1[CH:3]=[N:4][CH:5]=[C:6]([Cl:20])[C:7]=1[S:8][C:9]1[S:13][C:12]([C:14]([OH:16])=O)=[CH:11][C:10]=1[N+:17]([O-:19])=[O:18].[CH3:21][N:22]1[CH2:27][CH2:26][CH:25]([NH2:28])[CH2:24][CH2:23]1. (2) Given the product [CH:24]1([CH2:23][C:22]([NH:21][C:18]2[CH:19]=[CH:20][C:15]([NH:14][C:12]([N:7]3[CH2:6][C:5]4[C:9](=[CH:10][CH:11]=[C:3]([C:1]([NH2:2])=[O:42])[CH:4]=4)[CH2:8]3)=[O:13])=[CH:16][CH:17]=2)=[O:29])[CH2:28][CH2:27][CH2:26][CH2:25]1, predict the reactants needed to synthesize it. The reactants are: [C:1]([C:3]1[CH:4]=[C:5]2[C:9](=[CH:10][CH:11]=1)[CH2:8][N:7]([C:12]([NH:14][C:15]1[CH:20]=[CH:19][C:18]([NH:21][C:22](=[O:29])[CH2:23][CH:24]3[CH2:28][CH2:27][CH2:26][CH2:25]3)=[CH:17][CH:16]=1)=[O:13])[CH2:6]2)#[N:2].C(C1C=C2C(=CC=1)CN(C(NC1C=CC(C(=O)NCCC)=CC=1)=[O:42])C2)#N.